Dataset: NCI-60 drug combinations with 297,098 pairs across 59 cell lines. Task: Regression. Given two drug SMILES strings and cell line genomic features, predict the synergy score measuring deviation from expected non-interaction effect. Drug 1: CC1=C(C(=O)C2=C(C1=O)N3CC4C(C3(C2COC(=O)N)OC)N4)N. Drug 2: C1CN(P(=O)(OC1)NCCCl)CCCl. Cell line: MDA-MB-231. Synergy scores: CSS=10.6, Synergy_ZIP=-3.30, Synergy_Bliss=-0.696, Synergy_Loewe=-63.6, Synergy_HSA=-0.326.